Dataset: Full USPTO retrosynthesis dataset with 1.9M reactions from patents (1976-2016). Task: Predict the reactants needed to synthesize the given product. Given the product [C:11]1([S:21]([N:1]2[CH2:10][CH2:9][CH:4]([C:5]([O:7][CH3:8])=[O:6])[CH2:3][CH2:2]2)(=[O:23])=[O:22])[C:20]2[C:15](=[CH:16][CH:17]=[CH:18][CH:19]=2)[CH:14]=[CH:13][CH:12]=1, predict the reactants needed to synthesize it. The reactants are: [NH:1]1[CH2:10][CH2:9][CH:4]([C:5]([O:7][CH3:8])=[O:6])[CH2:3][CH2:2]1.[C:11]1([S:21](Cl)(=[O:23])=[O:22])[C:20]2[C:15](=[CH:16][CH:17]=[CH:18][CH:19]=2)[CH:14]=[CH:13][CH:12]=1.